Task: Regression. Given a peptide amino acid sequence and an MHC pseudo amino acid sequence, predict their binding affinity value. This is MHC class I binding data.. Dataset: Peptide-MHC class I binding affinity with 185,985 pairs from IEDB/IMGT The peptide sequence is GTGLWTHDK. The MHC is HLA-A11:01 with pseudo-sequence HLA-A11:01. The binding affinity (normalized) is 1.00.